This data is from Forward reaction prediction with 1.9M reactions from USPTO patents (1976-2016). The task is: Predict the product of the given reaction. (1) Given the reactants [NH2:1][C:2]1[S:3][C:4]([C:7]([OH:9])=O)=[CH:5][N:6]=1.[C:10]([C:14]1[CH:29]=[CH:28][C:17]([C:18]([NH:20][C:21]2[C:22]([NH2:27])=[CH:23][CH:24]=[CH:25][CH:26]=2)=[O:19])=[CH:16][CH:15]=1)([CH3:13])([CH3:12])[CH3:11], predict the reaction product. The product is: [NH2:1][C:2]1[S:3][C:4]([C:7]([NH:27][C:22]2[C:21]([NH:20][C:18](=[O:19])[C:17]3[CH:28]=[CH:29][C:14]([C:10]([CH3:12])([CH3:11])[CH3:13])=[CH:15][CH:16]=3)=[CH:26][CH:25]=[CH:24][CH:23]=2)=[O:9])=[CH:5][N:6]=1. (2) The product is: [CH3:13][O:12][C:10]([C:9]1[S:8][C:7]2[CH2:14][CH2:15][CH2:16][CH2:17][C:6]=2[C:5]=1[C:4]#[C:3][CH2:2][O:1][Si:27]([C:24]([CH3:26])([CH3:25])[CH3:23])([CH3:29])[CH3:28])=[O:11]. Given the reactants [OH:1][CH2:2][C:3]#[C:4][C:5]1[C:6]2[CH2:17][CH2:16][CH2:15][CH2:14][C:7]=2[S:8][C:9]=1[C:10]([O:12][CH3:13])=[O:11].N1C=CN=C1.[CH3:23][C:24]([Si:27](Cl)([CH3:29])[CH3:28])([CH3:26])[CH3:25].CCOC(C)=O, predict the reaction product. (3) Given the reactants [N:1]1[CH:6]=[CH:5][C:4]([CH:7]2[CH2:16][C:15]3[C:10](=[CH:11][CH:12]=[CH:13][CH:14]=3)[NH:9][CH2:8]2)=[CH:3][CH:2]=1.Cl.[N:18]([O-])=[O:19].[Na+], predict the reaction product. The product is: [N:18]([N:9]1[C:10]2[C:15](=[CH:14][CH:13]=[CH:12][CH:11]=2)[CH2:16][CH:7]([C:4]2[CH:5]=[CH:6][N:1]=[CH:2][CH:3]=2)[CH2:8]1)=[O:19]. (4) Given the reactants [CH2:1]([Mg]Br)[CH3:2].CO[C:7](=[O:23])[C:8]1[CH:13]=[CH:12][C:11]([B:14]2[O:18]C(C)(C)C(C)(C)[O:15]2)=[CH:10][CH:9]=1.Cl, predict the reaction product. The product is: [OH:23][C:7]1([C:8]2[CH:9]=[CH:10][C:11]([B:14]([OH:15])[OH:18])=[CH:12][CH:13]=2)[CH2:2][CH2:1]1. (5) Given the reactants [CH3:1][C:2]1[CH:7]=[C:6]([C:8](=[O:10])[CH3:9])[CH:5]=[CH:4][N:3]=1.[Br:11]Br, predict the reaction product. The product is: [BrH:11].[Br:11][CH2:9][C:8]([C:6]1[CH:5]=[CH:4][N:3]=[C:2]([CH3:1])[CH:7]=1)=[O:10].